This data is from Peptide-MHC class I binding affinity with 185,985 pairs from IEDB/IMGT. The task is: Regression. Given a peptide amino acid sequence and an MHC pseudo amino acid sequence, predict their binding affinity value. This is MHC class I binding data. (1) The binding affinity (normalized) is 0. The MHC is Mamu-B08 with pseudo-sequence Mamu-B08. The peptide sequence is YEFLQPILL. (2) The peptide sequence is KVFPYALINK. The MHC is HLA-A30:01 with pseudo-sequence HLA-A30:01. The binding affinity (normalized) is 1.00. (3) The peptide sequence is KIMDYGKYK. The binding affinity (normalized) is 0.0847. The MHC is HLA-A02:03 with pseudo-sequence HLA-A02:03. (4) The peptide sequence is GAWCYDYTV. The MHC is HLA-A80:01 with pseudo-sequence HLA-A80:01. The binding affinity (normalized) is 0.0847. (5) The peptide sequence is FLYALALLL. The MHC is HLA-A31:01 with pseudo-sequence HLA-A31:01. The binding affinity (normalized) is 0.105. (6) The peptide sequence is QSPQPVRVK. The MHC is HLA-A68:01 with pseudo-sequence HLA-A68:01. The binding affinity (normalized) is 0.0960. (7) The peptide sequence is ALEYLSELK. The MHC is HLA-A03:01 with pseudo-sequence HLA-A03:01. The binding affinity (normalized) is 0.363. (8) The peptide sequence is FLAHAIGTSI. The MHC is HLA-A02:03 with pseudo-sequence HLA-A02:03. The binding affinity (normalized) is 0.645. (9) The binding affinity (normalized) is 0.551. The MHC is HLA-A29:02 with pseudo-sequence HLA-A29:02. The peptide sequence is AGFTAGLTY. (10) The peptide sequence is AIYVFCISL. The MHC is HLA-A02:03 with pseudo-sequence HLA-A02:03. The binding affinity (normalized) is 0.510.